This data is from Forward reaction prediction with 1.9M reactions from USPTO patents (1976-2016). The task is: Predict the product of the given reaction. (1) Given the reactants Cl.[NH:2]1[CH2:7][CH2:6][CH2:5][C@H:4]([C:8]([OH:10])=[O:9])[CH2:3]1.C(N(CC)CC)C.[F:18][C:19]1[CH:27]=[CH:26][C:22]([C:23](Cl)=[O:24])=[CH:21][CH:20]=1.Cl, predict the reaction product. The product is: [F:18][C:19]1[CH:27]=[CH:26][C:22]([C:23]([N:2]2[CH2:7][CH2:6][CH2:5][C@H:4]([C:8]([OH:10])=[O:9])[CH2:3]2)=[O:24])=[CH:21][CH:20]=1. (2) The product is: [CH3:1][C:2]1([CH3:14])[C:6]([CH3:7])([CH3:8])[O:5][B:4]([C:9]2[CH:13]=[N:12][N:11]([CH:22]3[CH2:25][S:24](=[O:27])(=[O:26])[CH2:23]3)[CH:10]=2)[O:3]1. Given the reactants [CH3:1][C:2]1([CH3:14])[C:6]([CH3:8])([CH3:7])[O:5][B:4]([C:9]2[CH:10]=[N:11][NH:12][CH:13]=2)[O:3]1.C(=O)([O-])[O-].[Cs+].[Cs+].Br[CH:22]1[CH2:25][S:24](=[O:27])(=[O:26])[CH2:23]1, predict the reaction product. (3) Given the reactants [C:1]([C:5]1[CH:37]=[CH:36][C:8]([CH2:9][N:10]2[C:14](=[O:15])[N:13]([CH2:16][CH3:17])[C:12]([CH2:18][CH2:19][CH2:20][C:21]3[CH:26]=[CH:25][C:24](B4OC(C)(C)C(C)(C)O4)=[CH:23][CH:22]=3)=[N:11]2)=[CH:7][CH:6]=1)([CH3:4])([CH3:3])[CH3:2].C1(P(C2CCCCC2)C2C=CC=CC=2C2C(OC)=CC=CC=2OC)CCCCC1.Br[C:68]1[CH:69]=[C:70](/[CH:74]=[CH:75]/[C:76]([OH:78])=[O:77])[CH:71]=[CH:72][CH:73]=1.P([O-])([O-])([O-])=O.[K+].[K+].[K+], predict the reaction product. The product is: [C:1]([C:5]1[CH:6]=[CH:7][C:8]([CH2:9][N:10]2[C:14](=[O:15])[N:13]([CH2:16][CH3:17])[C:12]([CH2:18][CH2:19][CH2:20][C:21]3[CH:22]=[CH:23][C:24]([C:72]4[CH:73]=[CH:68][CH:69]=[C:70]([CH:74]=[CH:75][C:76]([OH:78])=[O:77])[CH:71]=4)=[CH:25][CH:26]=3)=[N:11]2)=[CH:36][CH:37]=1)([CH3:4])([CH3:2])[CH3:3]. (4) Given the reactants O[CH2:2][C:3]1[C:4]([C:23]([O:25][CH2:26][CH3:27])=[O:24])=[N:5][C:6]([C:16]2[CH:21]=[CH:20][C:19]([CH3:22])=[CH:18][CH:17]=2)=[C:7]([C:9]2[CH:14]=[CH:13][C:12]([CH3:15])=[CH:11][CH:10]=2)[N:8]=1.[NH:28]1[CH:32]=[N:31][N:30]=[N:29]1.C1(P(C2C=CC=CC=2)C2C=CC=CC=2)C=CC=CC=1.N(C(OCC)=O)=NC(OCC)=O, predict the reaction product. The product is: [CH3:15][C:12]1[CH:13]=[CH:14][C:9]([C:7]2[N:8]=[C:3]([CH2:2][N:28]3[CH:32]=[N:31][N:30]=[N:29]3)[C:4]([C:23]([O:25][CH2:26][CH3:27])=[O:24])=[N:5][C:6]=2[C:16]2[CH:21]=[CH:20][C:19]([CH3:22])=[CH:18][CH:17]=2)=[CH:10][CH:11]=1. (5) Given the reactants [Cl:1][C:2]1[C:3]2[C:4](=[O:16])[N:5]3[CH:14](O)[CH2:13][CH2:12][C:6]3=[N:7][C:8]=2[CH:9]=[CH:10][CH:11]=1.[C:17]([BH3-])#[N:18].[Na+].[C:21](O)(=O)[CH3:22].C(=O)([O-])O.[Na+], predict the reaction product. The product is: [Cl:1][C:2]1[CH:11]=[CH:10][CH:9]=[C:8]2[C:3]=1[C:4](=[O:16])[NH:5][C:6]([CH2:12][CH2:13][CH2:14][N:18]1[CH2:17][CH:6]=[C:12]([C:21]3[CH:22]=[CH:10][CH:11]=[CH:2][CH:3]=3)[CH2:13][CH2:14]1)=[N:7]2. (6) Given the reactants [Si:1]([O:8][CH2:9][C:10]1[C:11]2[N:12]([N:16]=[C:17]([C:19]([F:22])([F:21])[F:20])[CH:18]=2)[CH:13]=[CH:14][CH:15]=1)([C:4]([CH3:7])([CH3:6])[CH3:5])([CH3:3])[CH3:2].C([Li])CCC.[I:28]C(I)C.[Cl-].[NH4+], predict the reaction product. The product is: [Si:1]([O:8][CH2:9][C:10]1[C:11]2[N:12]([N:16]=[C:17]([C:19]([F:20])([F:21])[F:22])[CH:18]=2)[C:13]([I:28])=[CH:14][CH:15]=1)([C:4]([CH3:7])([CH3:5])[CH3:6])([CH3:3])[CH3:2].